Dataset: NCI-60 drug combinations with 297,098 pairs across 59 cell lines. Task: Regression. Given two drug SMILES strings and cell line genomic features, predict the synergy score measuring deviation from expected non-interaction effect. (1) Drug 1: C1=CC(=CC=C1CCCC(=O)O)N(CCCl)CCCl. Drug 2: C1=NC2=C(N=C(N=C2N1C3C(C(C(O3)CO)O)F)Cl)N. Cell line: HCT-15. Synergy scores: CSS=33.4, Synergy_ZIP=-9.63, Synergy_Bliss=-7.08, Synergy_Loewe=-15.8, Synergy_HSA=-4.71. (2) Drug 1: C1CCN(CC1)CCOC2=CC=C(C=C2)C(=O)C3=C(SC4=C3C=CC(=C4)O)C5=CC=C(C=C5)O. Drug 2: COCCOC1=C(C=C2C(=C1)C(=NC=N2)NC3=CC=CC(=C3)C#C)OCCOC.Cl. Cell line: NCIH23. Synergy scores: CSS=5.80, Synergy_ZIP=1.08, Synergy_Bliss=1.45, Synergy_Loewe=-4.53, Synergy_HSA=-3.93. (3) Drug 1: C1=CC=C(C=C1)NC(=O)CCCCCCC(=O)NO. Drug 2: C1=NC2=C(N1)C(=S)N=CN2. Cell line: NCI-H460. Synergy scores: CSS=20.6, Synergy_ZIP=-5.25, Synergy_Bliss=3.76, Synergy_Loewe=1.92, Synergy_HSA=5.08. (4) Drug 1: CC12CCC3C(C1CCC2=O)CC(=C)C4=CC(=O)C=CC34C. Synergy scores: CSS=53.6, Synergy_ZIP=0.0731, Synergy_Bliss=-0.426, Synergy_Loewe=-2.23, Synergy_HSA=-0.951. Drug 2: CCCS(=O)(=O)NC1=C(C(=C(C=C1)F)C(=O)C2=CNC3=C2C=C(C=N3)C4=CC=C(C=C4)Cl)F. Cell line: ACHN. (5) Drug 1: CC(C1=C(C=CC(=C1Cl)F)Cl)OC2=C(N=CC(=C2)C3=CN(N=C3)C4CCNCC4)N. Drug 2: CC1=C2C(C(=O)C3(C(CC4C(C3C(C(C2(C)C)(CC1OC(=O)C(C(C5=CC=CC=C5)NC(=O)OC(C)(C)C)O)O)OC(=O)C6=CC=CC=C6)(CO4)OC(=O)C)O)C)O. Cell line: SR. Synergy scores: CSS=85.1, Synergy_ZIP=2.71, Synergy_Bliss=3.64, Synergy_Loewe=-0.283, Synergy_HSA=3.78.